From a dataset of Catalyst prediction with 721,799 reactions and 888 catalyst types from USPTO. Predict which catalyst facilitates the given reaction. (1) Reactant: [CH:1]([S:4]([C:7]1[CH:12]=[CH:11][C:10](B2OC(C)(C)C(C)(C)O2)=[C:9]([O:22][CH3:23])[CH:8]=1)(=[O:6])=[O:5])([CH3:3])[CH3:2].[Br:24][C:25]1[CH:26]=[CH:27][C:28]([F:32])=[C:29](I)[CH:30]=1.C(=O)([O-])[O-].[Na+].[Na+]. Product: [Br:24][C:25]1[CH:30]=[CH:29][C:28]([F:32])=[C:27]([C:10]2[CH:11]=[CH:12][C:7]([S:4]([CH:1]([CH3:2])[CH3:3])(=[O:5])=[O:6])=[CH:8][C:9]=2[O:22][CH3:23])[CH:26]=1. The catalyst class is: 70. (2) Reactant: [CH:1]1([N:7]2[C:12]([OH:13])=[C:11]([C:14]([NH:16][CH2:17][C:18]([O:20]CC)=[O:19])=[O:15])[C:10](=[O:23])[NH:9][C:8]2=[O:24])[CH2:6][CH2:5][CH2:4][CH2:3][CH2:2]1.C(=O)([O-])[O-].[K+].[K+].[Br:31][C:32]1[CH:39]=[CH:38][C:37]([O:40][CH3:41])=[CH:36][C:33]=1[CH2:34]Br.Cl. Product: [Br:31][C:32]1[CH:39]=[CH:38][C:37]([O:40][CH3:41])=[CH:36][C:33]=1[CH2:34][N:9]1[C:10](=[O:23])[C:11]([C:14]([NH:16][CH2:17][C:18]([OH:20])=[O:19])=[O:15])=[C:12]([OH:13])[N:7]([CH:1]2[CH2:6][CH2:5][CH2:4][CH2:3][CH2:2]2)[C:8]1=[O:24]. The catalyst class is: 44.